The task is: Predict the reactants needed to synthesize the given product.. This data is from Retrosynthesis with 50K atom-mapped reactions and 10 reaction types from USPTO. (1) The reactants are: CC(C)(C)OC(=O)C1NC(CC2(CO)CC2)C(C#N)(c2ccc(Cl)cc2F)C1c1cccc(Cl)c1F. Given the product N#CC1(c2ccc(Cl)cc2F)C(CC2(CO)CC2)NC(C(=O)O)C1c1cccc(Cl)c1F, predict the reactants needed to synthesize it. (2) Given the product COc1ccccc1N1CCN(CCCCn2ncc(=O)n(CCF)c2=O)CC1, predict the reactants needed to synthesize it. The reactants are: COc1ccccc1N1CCNCC1.O=c1cnn(CCCCCl)c(=O)n1CCF. (3) Given the product COC(=O)c1ccc(C2(NC(=O)[C@H]3C[C@H]4C[C@H]4N3)CC2)cc1, predict the reactants needed to synthesize it. The reactants are: COC(=O)c1ccc(C2(NC(=O)[C@H]3C[C@H]4C[C@H]4N3C(=O)OC(C)(C)C)CC2)cc1.